This data is from Reaction yield outcomes from USPTO patents with 853,638 reactions. The task is: Predict the reaction yield, written as a fraction of the theoretical maximum amount of product (1.0 means a 100% yield; for example, 0.34 means a 34% yield). (1) The reactants are [C:1]1([C:12]2[CH:17]=[CH:16][CH:15]=[CH:14][CH:13]=2)[CH:6]=[CH:5][C:4]([CH:7]=[CH:8][C:9]([OH:11])=O)=[CH:3][CH:2]=1.[CH3:18][O:19][C:20](=[O:41])[C:21]1[CH:26]=[CH:25][C:24]([OH:27])=[CH:23][C:22]=1[NH:28]C(C1C2C(=CC=CC=2)C=CC=1)=O.C([O-])(O)=O.[Na+]. The catalyst is O=S(Cl)Cl.CC(C)=O. The product is [CH3:18][O:19][C:20](=[O:41])[C:21]1[CH:26]=[CH:25][C:24]([OH:27])=[CH:23][C:22]=1[NH:28][C:9](=[O:11])/[CH:8]=[CH:7]/[C:4]1[CH:3]=[CH:2][C:1]([C:12]2[CH:17]=[CH:16][CH:15]=[CH:14][CH:13]=2)=[CH:6][CH:5]=1. The yield is 0.790. (2) The reactants are [CH:1]1([C:7](=O)[CH2:8][N:9]2[C:14](=[O:15])[C:13]([CH2:16][C:17]3[CH:22]=[CH:21][C:20]([C:23]4[CH:28]=[CH:27][CH:26]=[CH:25][C:24]=4[C:29]4[NH:33][C:32](=[O:34])[O:31][N:30]=4)=[CH:19][CH:18]=3)=[C:12]([CH2:35][CH2:36][CH3:37])[N:11]3[N:38]=[C:39]([CH3:41])[N:40]=[C:10]23)[CH2:6][CH2:5][CH2:4][CH2:3][CH2:2]1.Cl.[NH2:44][O:45][CH3:46].N1C=CC=CC=1.Cl. The catalyst is O.C(OCC)(=O)C. The product is [CH:1]1(/[C:7](=[N:44]\[O:45][CH3:46])/[CH2:8][N:9]2[C:14](=[O:15])[C:13]([CH2:16][C:17]3[CH:18]=[CH:19][C:20]([C:23]4[CH:28]=[CH:27][CH:26]=[CH:25][C:24]=4[C:29]4[NH:33][C:32](=[O:34])[O:31][N:30]=4)=[CH:21][CH:22]=3)=[C:12]([CH2:35][CH2:36][CH3:37])[N:11]3[N:38]=[C:39]([CH3:41])[N:40]=[C:10]23)[CH2:6][CH2:5][CH2:4][CH2:3][CH2:2]1. The yield is 0.260. (3) The yield is 0.870. The reactants are C[O:2][C:3]([C:5]1[C:9]([NH2:10])=[CH:8][NH:7][N:6]=1)=[O:4].[OH-].[Na+].[O:13](C(OC(C)(C)C)=O)[C:14]([O:16][C:17]([CH3:20])([CH3:19])[CH3:18])=O. The product is [C:17]([O:16][C:14]([NH:10][C:9]1[C:5]([C:3]([OH:2])=[O:4])=[N:6][NH:7][CH:8]=1)=[O:13])([CH3:20])([CH3:19])[CH3:18]. The catalyst is O1CCOCC1. (4) The reactants are [C:1]([C:5]1[CH:6]=[C:7]2[C:12](=[C:13]([F:15])[CH:14]=1)[C:11](=[O:16])[N:10]([C:17]1[CH:22]=[CH:21][CH:20]=[C:19](Cl)[C:18]=1[CH2:24][OH:25])[N:9]=[CH:8]2)([CH3:4])([CH3:3])[CH3:2].[CH3:26][N:27]1[CH:32]=[C:31](B2OC(C)(C)C(C)(C)O2)[CH:30]=[C:29]([NH:42][C:43]2[CH:48]=[CH:47][C:46]([N:49]3[CH2:54][CH2:53][N:52]([CH3:55])[CH2:51][CH2:50]3)=[CH:45][N:44]=2)[C:28]1=[O:56].C1(P(C2CCCCC2)C2CCCCC2)CCCCC1.C([O-])([O-])=O.[K+].[K+]. The catalyst is C1C=CC(/C=C/C(/C=C/C2C=CC=CC=2)=O)=CC=1.C1C=CC(/C=C/C(/C=C/C2C=CC=CC=2)=O)=CC=1.[Pd]. The product is [C:1]([C:5]1[CH:6]=[C:7]2[C:12](=[C:13]([F:15])[CH:14]=1)[C:11](=[O:16])[N:10]([C:17]1[CH:22]=[CH:21][CH:20]=[C:19]([C:31]3[CH:30]=[C:29]([NH:42][C:43]4[CH:48]=[CH:47][C:46]([N:49]5[CH2:50][CH2:51][N:52]([CH3:55])[CH2:53][CH2:54]5)=[CH:45][N:44]=4)[C:28](=[O:56])[N:27]([CH3:26])[CH:32]=3)[C:18]=1[CH2:24][OH:25])[N:9]=[CH:8]2)([CH3:4])([CH3:3])[CH3:2]. The yield is 0.460. (5) The reactants are [Cl:1][C:2]1[CH:3]=[C:4]2[C:8](=[CH:9][CH:10]=1)[NH:7][N:6]=[C:5]2[I:11].[F:12][C:13]([F:18])([F:17])[CH2:14][CH2:15]I. No catalyst specified. The product is [Cl:1][C:2]1[CH:3]=[C:4]2[C:8](=[CH:9][CH:10]=1)[N:7]([CH2:15][CH2:14][C:13]([F:18])([F:17])[F:12])[N:6]=[C:5]2[I:11]. The yield is 0.390. (6) The reactants are [CH2:1]([O:8][C:9]([O:11]N1C(=O)CCC1=O)=O)[C:2]1[CH:7]=[CH:6][CH:5]=[CH:4][CH:3]=1.[NH2:19][C@:20]1([C:35]([OH:37])=[O:36])[CH2:25][CH2:24][CH2:23][O:22][C@@H:21]1[CH2:26][NH:27][C:28]([O:30][C:31]([CH3:34])([CH3:33])[CH3:32])=[O:29].C(N(CC)CC)C.O. The catalyst is O1CCCC1.C(OCC)(=O)C. The product is [CH2:1]([O:8][C:9]([NH:19][C@:20]1([C:35]([OH:37])=[O:36])[CH2:25][CH2:24][CH2:23][O:22][C@@H:21]1[CH2:26][NH:27][C:28]([O:30][C:31]([CH3:33])([CH3:34])[CH3:32])=[O:29])=[O:11])[C:2]1[CH:3]=[CH:4][CH:5]=[CH:6][CH:7]=1. The yield is 0.660. (7) The reactants are [I:1][C:2]1[CH:3]=[C:4]2[C:8](=[CH:9][CH:10]=1)[NH:7][CH:6]=[C:5]2[CH2:11][C:12]([N:14]([CH3:16])[CH3:15])=[O:13].[H-].[Na+].[H][H].[CH2:21](Cl)[C:22]1[CH:27]=[CH:26][CH:25]=[CH:24][CH:23]=1. The catalyst is CN(C=O)C. The product is [CH2:21]([N:7]1[C:8]2[C:4](=[CH:3][C:2]([I:1])=[CH:10][CH:9]=2)[C:5]([CH2:11][C:12]([N:14]([CH3:15])[CH3:16])=[O:13])=[CH:6]1)[C:22]1[CH:27]=[CH:26][CH:25]=[CH:24][CH:23]=1. The yield is 0.850.